Dataset: Rat liver microsome stability data. Task: Regression/Classification. Given a drug SMILES string, predict its absorption, distribution, metabolism, or excretion properties. Task type varies by dataset: regression for continuous measurements (e.g., permeability, clearance, half-life) or binary classification for categorical outcomes (e.g., BBB penetration, CYP inhibition). Dataset: rlm. (1) The molecule is COc1ccc(Oc2cccc(-c3c(C)cnc4c(C(F)(F)F)cccc34)c2)cc1S(C)(=O)=O. The result is 1 (stable in rat liver microsomes). (2) The compound is CCOc1cc(NC(=O)C2(NC(=O)c3ccc4c(C5CCCC5)c(-c5ncc(Cl)cn5)n(C)c4c3)CCC2)ccc1C=CC(=O)OCCN1CCN(C)CC1. The result is 1 (stable in rat liver microsomes).